From a dataset of Peptide-MHC class II binding affinity with 134,281 pairs from IEDB. Regression. Given a peptide amino acid sequence and an MHC pseudo amino acid sequence, predict their binding affinity value. This is MHC class II binding data. (1) The peptide sequence is PRTKYTATISGLKPG. The MHC is HLA-DPA10201-DPB11401 with pseudo-sequence HLA-DPA10201-DPB11401. The binding affinity (normalized) is 0.777. (2) The peptide sequence is LANIAVDKANLEIMTKR. The MHC is DRB1_1101 with pseudo-sequence DRB1_1101. The binding affinity (normalized) is 0.158. (3) The peptide sequence is PPFSRVVHLYRNGKD. The MHC is HLA-DQA10501-DQB10301 with pseudo-sequence HLA-DQA10501-DQB10301. The binding affinity (normalized) is 0.117. (4) The peptide sequence is YKFIPSLEAAVKQAY. The MHC is DRB4_0101 with pseudo-sequence DRB4_0103. The binding affinity (normalized) is 0.379. (5) The peptide sequence is KKSALTLKGTSYKICTD. The MHC is HLA-DQA10102-DQB10501 with pseudo-sequence HLA-DQA10102-DQB10501. The binding affinity (normalized) is 0.370.